This data is from Full USPTO retrosynthesis dataset with 1.9M reactions from patents (1976-2016). The task is: Predict the reactants needed to synthesize the given product. (1) Given the product [Cl:1][C:2]1[C:7]2[N:8]=[C:9]([NH:11][C:12]3[CH:17]=[CH:16][C:15]([CH2:18][C:19]([OH:21])=[O:20])=[CH:14][C:13]=3[Cl:23])[S:10][C:6]=2[CH:5]=[CH:4][CH:3]=1, predict the reactants needed to synthesize it. The reactants are: [Cl:1][C:2]1[C:7]2[N:8]=[C:9]([NH:11][C:12]3[CH:17]=[CH:16][C:15]([CH2:18][C:19]([O:21]C)=[O:20])=[CH:14][C:13]=3[Cl:23])[S:10][C:6]=2[CH:5]=[CH:4][CH:3]=1.[OH-].[Na+]. (2) The reactants are: S(Cl)(Cl)=O.CO.[NH2:7][C:8]1[C:16]([Cl:17])=[CH:15][C:11]([C:12]([OH:14])=[O:13])=[CH:10][C:9]=1[Cl:18].[C:19](=O)(O)[O-].[Na+]. Given the product [NH2:7][C:8]1[C:9]([Cl:18])=[CH:10][C:11]([C:12]([O:14][CH3:19])=[O:13])=[CH:15][C:16]=1[Cl:17], predict the reactants needed to synthesize it. (3) The reactants are: [F:1][C:2]1[C:3]([F:12])=[CH:4][C:5]2[S:9][C:8]([NH2:10])=[N:7][C:6]=2[CH:11]=1.[CH3:13][O:14][C:15]1[CH:16]=[C:17]([CH:21]=[C:22]([O:24][CH3:25])[CH:23]=1)[C:18](Cl)=[O:19].Br[CH:27]([CH2:32][CH3:33])[C:28]([O:30]C)=[O:29].COC1C=CC2N=C(N)SC=2C=1.ClC1C=C(C=CC=1)C(Cl)=O.BrCC(OCC)=O. Given the product [CH3:13][O:14][C:15]1[CH:16]=[C:17]([CH:21]=[C:22]([O:24][CH3:25])[CH:23]=1)[C:18]([N:10]=[C:8]1[N:7]([CH:27]([CH2:32][CH3:33])[C:28]([OH:30])=[O:29])[C:6]2[CH:11]=[C:2]([F:1])[C:3]([F:12])=[CH:4][C:5]=2[S:9]1)=[O:19], predict the reactants needed to synthesize it. (4) Given the product [ClH:1].[CH3:28][O:29][C:30]1[CH:31]=[C:32]([N:38]2[CH2:39][CH2:40][N:41]([C:14]([C:16]3[N:17]([C:22]4[CH:23]=[CH:24][CH:25]=[CH:26][CH:27]=4)[CH:21]=[CH:19][CH:20]=3)=[O:15])[CH2:42][CH2:43]2)[CH:33]=[C:34]([O:36][CH3:37])[CH:35]=1, predict the reactants needed to synthesize it. The reactants are: [Cl:1]C1C=C(N2CCN([C:14]([C:16]3[N:17]([C:22]4[CH:27]=[CH:26][CH:25]=[CH:24][CH:23]=4)N=[C:19]([CH3:21])[CH:20]=3)=[O:15])CC2)C=CC=1.[CH3:28][O:29][C:30]1[CH:31]=[C:32]([N:38]2[CH2:43][CH2:42][NH:41][CH2:40][CH2:39]2)[CH:33]=[C:34]([O:36][CH3:37])[CH:35]=1. (5) The reactants are: [C:1]1([S:7]([OH:10])(=[O:9])=O)[CH:6]=[CH:5][CH:4]=[CH:3][CH:2]=1.[Cl-].[Cl-].[Ca+2].[F:14][C:15]1[CH:40]=[CH:39][C:18]([O:19][CH2:20][CH:21]2[CH2:25][CH2:24][CH:23](C#CCCOC(C3CCCCO3)=O)[O:22]2)=[CH:17][CH:16]=1. Given the product [C:1]1([S:7]([CH:23]2[O:22][CH:21]([CH2:20][O:19][C:18]3[CH:17]=[CH:16][C:15]([F:14])=[CH:40][CH:39]=3)[CH2:25][CH2:24]2)(=[O:9])=[O:10])[CH:2]=[CH:3][CH:4]=[CH:5][CH:6]=1, predict the reactants needed to synthesize it. (6) The reactants are: [Br:1][C:2]1[CH:3]=[C:4](F)[C:5]([N+:13]([O-:15])=[O:14])=[C:6]([N:8]2[CH:12]=[CH:11][CH:10]=[N:9]2)[CH:7]=1.[NH3:17]. Given the product [Br:1][C:2]1[CH:7]=[C:6]([N:8]2[CH:12]=[CH:11][CH:10]=[N:9]2)[C:5]([N+:13]([O-:15])=[O:14])=[C:4]([NH2:17])[CH:3]=1, predict the reactants needed to synthesize it. (7) Given the product [C:9]([C:8]1[CH:7]=[CH:6][C:5]([N:15]2[CH2:16][CH2:17][N:18]([CH3:21])[CH2:19][CH2:20]2)=[CH:4][C:3]=1[O:2][CH3:1])#[CH:10], predict the reactants needed to synthesize it. The reactants are: [CH3:1][O:2][C:3]1[CH:4]=[C:5]([N:15]2[CH2:20][CH2:19][N:18]([CH3:21])[CH2:17][CH2:16]2)[CH:6]=[CH:7][C:8]=1[C:9]#[C:10][Si](C)(C)C.C(=O)([O-])[O-].[K+].[K+]. (8) Given the product [Cl:17][C:14]1[CH:15]=[CH:16][C:8]2[CH2:7][CH2:6][NH:5][CH2:11][C@@H:10]([CH3:12])[C:9]=2[C:13]=1[Cl:18], predict the reactants needed to synthesize it. The reactants are: FC(F)(F)C([N:5]1[CH2:11][C@@H:10]([CH3:12])[C:9]2[C:13]([Cl:18])=[C:14]([Cl:17])[CH:15]=[CH:16][C:8]=2[CH2:7][CH2:6]1)=O.[OH-].[Na+]. (9) Given the product [CH:22]1([C:15]2[C:16]3[C:21](=[CH:20][CH:19]=[CH:18][CH:17]=3)[N:13]([S:10]([C:7]3[CH:8]=[CH:9][C:4]([C:3]([OH:27])=[O:2])=[CH:5][CH:6]=3)(=[O:12])=[O:11])[CH:14]=2)[CH2:23][CH2:24][CH2:25][CH2:26]1, predict the reactants needed to synthesize it. The reactants are: C[O:2][C:3](=[O:27])[C:4]1[CH:9]=[CH:8][C:7]([S:10]([N:13]2[C:21]3[C:16](=[CH:17][CH:18]=[CH:19][CH:20]=3)[C:15]([CH:22]3[CH2:26][CH2:25][CH2:24][CH2:23]3)=[CH:14]2)(=[O:12])=[O:11])=[CH:6][CH:5]=1.[OH-].[Na+].Cl. (10) Given the product [C:1]1([CH3:28])[C:2]([C:7]([C@:9]([C:25]([O-:27])=[O:26])([OH:24])[C@:10]([C:15]([C:17]2[C:18]([CH3:23])=[CH:19][CH:20]=[CH:21][CH:22]=2)=[O:16])([OH:14])[C:11]([O-:13])=[O:12])=[O:8])=[CH:3][CH:4]=[CH:5][CH:6]=1.[CH3:31][O:32][C:33]([C@H:35]([C:42]1[CH:43]=[CH:44][CH:45]=[CH:46][CH:47]=1)[C@@H:36]1[NH:41][CH2:40][CH2:39][CH2:38][CH2:37]1)=[O:34], predict the reactants needed to synthesize it. The reactants are: [C:1]1([CH3:28])[C:2]([C:7]([C@:9]([C:25]([OH:27])=[O:26])([OH:24])[C@:10]([C:15]([C:17]2[C:18]([CH3:23])=[CH:19][CH:20]=[CH:21][CH:22]=2)=[O:16])([OH:14])[C:11]([OH:13])=[O:12])=[O:8])=[CH:3][CH:4]=[CH:5][CH:6]=1.CO.[CH3:31][O:32][C:33]([C@@H:35]([C:42]1[CH:47]=[CH:46][CH:45]=[CH:44][CH:43]=1)[C@@H:36]1[NH:41][CH2:40][CH2:39][CH2:38][CH2:37]1)=[O:34].